This data is from Reaction yield outcomes from USPTO patents with 853,638 reactions. The task is: Predict the reaction yield, written as a fraction of the theoretical maximum amount of product (1.0 means a 100% yield; for example, 0.34 means a 34% yield). (1) The reactants are Br[C:2]1[CH:3]=[C:4]2[C:9](=[CH:10][CH:11]=1)[N:8]=[CH:7][C:6]([C:12]([CH:14]1[CH2:16][CH2:15]1)=[O:13])=[C:5]2[NH:17][C@@H:18]1[CH2:23][CH2:22][C@H:21]([NH:24][C:25](=[O:31])[O:26][C:27]([CH3:30])([CH3:29])[CH3:28])[CH2:20][CH2:19]1.[F:32][C:33]1[CH:38]=[C:37](B2OC(C)(C)C(C)(C)O2)[CH:36]=[C:35]([F:48])[C:34]=1[OH:49]. No catalyst specified. The product is [CH:14]1([C:12]([C:6]2[CH:7]=[N:8][C:9]3[C:4]([C:5]=2[NH:17][C@@H:18]2[CH2:19][CH2:20][C@H:21]([NH:24][C:25](=[O:31])[O:26][C:27]([CH3:28])([CH3:29])[CH3:30])[CH2:22][CH2:23]2)=[CH:3][C:2]([C:37]2[CH:38]=[C:33]([F:32])[C:34]([OH:49])=[C:35]([F:48])[CH:36]=2)=[CH:11][CH:10]=3)=[O:13])[CH2:15][CH2:16]1. The yield is 0.860. (2) The catalyst is C1CCCCC1. The reactants are [NH:1]1[CH2:5][CH2:4][CH2:3][CH2:2]1.[C:6]1(=O)[CH2:11][CH2:10][CH2:9][CH2:8][CH2:7]1.[O-]S([O-])(=O)=O.[Mg+2]. The yield is 0.910. The product is [CH:6]1([N:1]2[CH2:5][CH2:4][CH2:3][CH2:2]2)[CH2:11][CH2:10][CH2:9][CH2:8][CH2:7]1. (3) The reactants are [S:1]1[C:5]2[CH:6]=[C:7]([N:10]3[CH2:14][CH:13]([C:15]([F:18])([F:17])[F:16])[NH:12][C:11]3=[O:19])[CH:8]=[CH:9][C:4]=2[N:3]=[CH:2]1.Br[C:21]1[CH:22]=[N:23][CH:24]=[CH:25][CH:26]=1.C1(N)CCCCC1N.P([O-])([O-])([O-])=O.[K+].[K+].[K+]. The catalyst is [Cu](I)I.O1CCOCC1. The product is [S:1]1[C:5]2[CH:6]=[C:7]([N:10]3[CH2:14][CH:13]([C:15]([F:17])([F:18])[F:16])[N:12]([C:21]4[CH:22]=[N:23][CH:24]=[CH:25][CH:26]=4)[C:11]3=[O:19])[CH:8]=[CH:9][C:4]=2[N:3]=[CH:2]1. The yield is 0.238. (4) The reactants are [Cl:1][C:2]1[N:7]=C(Cl)[C:5]([CH2:9][C:10]([O:12][CH3:13])=[O:11])=[C:4]([CH3:14])[N:3]=1.COCCOC.B(O)(O)[C:22]1[CH:23]=[CH:24][C:25]([CH3:28])=[CH:26][CH:27]=1.C(N(C(C)C)CC)(C)C. The catalyst is [Pd].C1(P(C2C=CC=CC=2)C2C=CC=CC=2)C=CC=CC=1.C1(P(C2C=CC=CC=2)C2C=CC=CC=2)C=CC=CC=1.C1(P(C2C=CC=CC=2)C2C=CC=CC=2)C=CC=CC=1.C1(P(C2C=CC=CC=2)C2C=CC=CC=2)C=CC=CC=1.O. The product is [Cl:1][C:2]1[N:3]=[C:4]([CH3:14])[C:5]([CH2:9][C:10]([O:12][CH3:13])=[O:11])=[C:28]([C:25]2[CH:24]=[CH:23][CH:22]=[CH:27][CH:26]=2)[N:7]=1. The yield is 0.610. (5) The reactants are C(O)(C(F)(F)F)=O.[NH2:8][C@H:9]([CH3:39])[C@H:10]([NH:15][C:16](=[O:38])[C:17]1[CH:22]=[CH:21][C:20]([C:23]#[C:24][C:25]#[C:26][C:27]2[CH:32]=[CH:31][C:30]([NH:33][S:34]([CH3:37])(=[O:36])=[O:35])=[CH:29][CH:28]=2)=[CH:19][CH:18]=1)[C:11](OC)=[O:12].[NH2:40][OH:41]. The catalyst is C(O)(C)C. The product is [NH2:8][C@H:9]([CH3:39])[C@H:10]([NH:15][C:16](=[O:38])[C:17]1[CH:22]=[CH:21][C:20]([C:23]#[C:24][C:25]#[C:26][C:27]2[CH:32]=[CH:31][C:30]([NH:33][S:34]([CH3:37])(=[O:35])=[O:36])=[CH:29][CH:28]=2)=[CH:19][CH:18]=1)[C:11]([NH:40][OH:41])=[O:12]. The yield is 0.290.